Predict the reactants needed to synthesize the given product. From a dataset of Full USPTO retrosynthesis dataset with 1.9M reactions from patents (1976-2016). (1) The reactants are: ClC1C=CC(CC2C(=O)OC(C)(C)OC2=O)=CC=1.ClC1C=CC(CC(C(O)=O)C(O)=O)=CC=1.[F:34][C:35]1[CH:51]=[CH:50][C:38]([CH2:39][CH:40]2[C:45](=[O:46])[O:44]C(C)(C)[O:42][C:41]2=[O:49])=[CH:37][CH:36]=1. Given the product [F:34][C:35]1[CH:36]=[CH:37][C:38]([CH2:39][CH:40]([C:41]([OH:49])=[O:42])[C:45]([OH:46])=[O:44])=[CH:50][CH:51]=1, predict the reactants needed to synthesize it. (2) Given the product [Cl:1][C:2]1[CH:24]=[CH:23][C:5]([CH2:6][N:7]2[C:11]([CH2:12][CH2:13][CH2:14][OH:15])=[CH:10][C:9]([O:19][CH:20]([CH3:22])[CH3:21])=[N:8]2)=[C:4]([O:25][CH:26]([CH3:28])[CH3:27])[CH:3]=1, predict the reactants needed to synthesize it. The reactants are: [Cl:1][C:2]1[CH:24]=[CH:23][C:5]([CH2:6][N:7]2[C:11]([CH2:12][CH2:13][C:14](OCC)=[O:15])=[CH:10][C:9]([O:19][CH:20]([CH3:22])[CH3:21])=[N:8]2)=[C:4]([O:25][CH:26]([CH3:28])[CH3:27])[CH:3]=1.[H-].C([Al+]CC(C)C)C(C)C.CO.[C@H](O)(C([O-])=O)[C@@H](O)C([O-])=O.[Na+].[K+].